Dataset: Catalyst prediction with 721,799 reactions and 888 catalyst types from USPTO. Task: Predict which catalyst facilitates the given reaction. (1) Reactant: C[Si]([Br:5])(C)C.[Cl:6][C:7]1[CH:8]=[C:9]([CH:12]=[C:13]([Cl:26])[C:14]=1[C:15]1[S:16][C:17]2[C:18](Cl)=[N:19][CH:20]=[C:21]([F:24])[C:22]=2[N:23]=1)[C:10]#[N:11].C([O-])(O)=O.[Na+]. Product: [Br:5][C:18]1[C:17]2[S:16][C:15]([C:14]3[C:7]([Cl:6])=[CH:8][C:9]([C:10]#[N:11])=[CH:12][C:13]=3[Cl:26])=[N:23][C:22]=2[C:21]([F:24])=[CH:20][N:19]=1. The catalyst class is: 397. (2) Reactant: C([O:4][C@H:5]1[C@@H:9]([O:10]C(=O)C)[C@H:8]([C:14]2[C:18]3[N:19]=[CH:20][N:21]=[C:22]([NH2:23])[C:17]=3[NH:16][CH:15]=2)[N:7]([C:24]([O:26][C:27]([CH3:30])([CH3:29])[CH3:28])=[O:25])[C@@H:6]1[CH2:31][O:32]C(=O)C)(=O)C.C[O-].[Na+]. Product: [NH2:23][C:22]1[C:17]2[NH:16][CH:15]=[C:14]([C@H:8]3[C@H:9]([OH:10])[C@H:5]([OH:4])[C@@H:6]([CH2:31][OH:32])[N:7]3[C:24]([O:26][C:27]([CH3:30])([CH3:29])[CH3:28])=[O:25])[C:18]=2[N:19]=[CH:20][N:21]=1. The catalyst class is: 5. (3) Reactant: FC(F)(F)C([N:5]1[CH2:11][CH:10]([CH3:12])[C:9]2[CH:13]=[CH:14][C:15]([C:17]3[N:18]([CH3:23])[N:19]=[CH:20][C:21]=3[Br:22])=[CH:16][C:8]=2[CH2:7][CH2:6]1)=O.[OH-].[Na+]. Product: [Br:22][C:21]1[CH:20]=[N:19][N:18]([CH3:23])[C:17]=1[C:15]1[CH:14]=[CH:13][C:9]2[CH:10]([CH3:12])[CH2:11][NH:5][CH2:6][CH2:7][C:8]=2[CH:16]=1. The catalyst class is: 5.